Task: Predict the product of the given reaction.. Dataset: Forward reaction prediction with 1.9M reactions from USPTO patents (1976-2016) (1) The product is: [N:1]1[C:10]2[C:5](=[CH:6][CH:7]=[CH:8][CH:9]=2)[CH:4]=[CH:3][C:2]=1[CH2:11][O:12][C:13]1[CH:18]=[CH:17][C:16]2[N:19]([CH2:20][C:21]3[CH:26]=[CH:25][C:24]([C:27]([F:29])([F:30])[F:28])=[CH:23][CH:22]=3)[C:34]([CH2:35][C:36]3([C:32]([OH:42])=[O:33])[CH2:40][CH2:39][CH2:38][CH2:37]3)=[N:31][C:15]=2[CH:14]=1. Given the reactants [N:1]1[C:10]2[C:5](=[CH:6][CH:7]=[CH:8][CH:9]=2)[CH:4]=[CH:3][C:2]=1[CH2:11][O:12][C:13]1[CH:14]=[C:15]([NH2:31])[C:16]([NH:19][CH2:20][C:21]2[CH:26]=[CH:25][C:24]([C:27]([F:30])([F:29])[F:28])=[CH:23][CH:22]=2)=[CH:17][CH:18]=1.[C:32]1(=[O:42])[C:36]2([CH2:40][CH2:39][CH2:38][CH2:37]2)[CH2:35][C:34](=O)[O:33]1, predict the reaction product. (2) Given the reactants C1(N2CC[O:9]CC2)CCCC=1.[CH3:12][O:13][C:14]1[CH:21]=[CH:20][C:17]([CH:18]=O)=[CH:16][CH:15]=1.Cl.[CH:23]1[CH:28]=[CH:27][CH:26]=[CH:25]C=1, predict the reaction product. The product is: [CH3:12][O:13][C:14]1[CH:21]=[CH:20][C:17]([CH:18]=[C:25]2[CH2:26][CH2:27][CH2:28][C:23]2=[O:9])=[CH:16][CH:15]=1. (3) Given the reactants [Br:1]N1C(=O)CCC1=O.N(C(C)(C)C#N)=NC(C)(C)C#N.[Br:21][C:22]1[C:26]2[CH:27]=[CH:28][CH:29]=[CH:30][C:25]=2[O:24][C:23]=1[CH3:31], predict the reaction product. The product is: [Br:21][C:22]1[C:26]2[CH:27]=[CH:28][CH:29]=[CH:30][C:25]=2[O:24][C:23]=1[CH2:31][Br:1]. (4) Given the reactants [BH3-][C:2]#[N:3].[Na+].N[CH2:6][CH2:7][C@H:8]([NH:12]C(OC(C)(C)C)=O)[C:9]([OH:11])=[O:10].[CH:20](=O)[CH3:21].O.[CH3:24]O, predict the reaction product. The product is: [NH2:12][C@@H:8]([CH2:7][CH2:6][N:3]([CH2:2][CH3:24])[CH2:20][CH3:21])[C:9]([OH:11])=[O:10]. (5) Given the reactants [NH:1]1[CH:5]=[N:4][C:3]([C:6]([O:8][CH3:9])=[O:7])=[N:2]1.Br[CH2:11][C:12]([C:14]1[CH:19]=[CH:18][C:17]([F:20])=[CH:16][C:15]=1[Cl:21])=[O:13], predict the reaction product. The product is: [Cl:21][C:15]1[CH:16]=[C:17]([F:20])[CH:18]=[CH:19][C:14]=1[C:12](=[O:13])[CH2:11][N:2]1[C:3]([C:6]([O:8][CH3:9])=[O:7])=[N:4][CH:5]=[N:1]1. (6) Given the reactants [NH2:1][C:2]1[N:7]=[C:6]([C:8]2[CH:15]=C(F)[C:11]([C:12]#[N:13])=[C:10](F)[CH:9]=2)[CH:5]=[C:4]([N:18]2[CH2:23][CH2:22][O:21][CH2:20][C@H:19]2[CH2:24][CH3:25])[N:3]=1.[CH3:26][O-:27].[Na+].[NH2:29][NH2:30].[CH3:31]CN(C(C)C)C(C)C, predict the reaction product. The product is: [NH2:1][C:2]1[N:7]=[C:6]([C:8]2[CH:9]=[C:10]3[C:11]([C:12]([NH2:13])=[N:29][NH:30]3)=[C:26]([O:27][CH3:31])[CH:15]=2)[CH:5]=[C:4]([N:18]2[CH2:23][CH2:22][O:21][CH2:20][C@H:19]2[CH2:24][CH3:25])[N:3]=1. (7) Given the reactants [Br:1][C:2]1[CH:3]=[C:4]2[C:8](=[CH:9][CH:10]=1)[NH:7][C:6](=[O:11])[CH2:5]2.[CH2:12]([N:14]([CH2:29][CH3:30])[CH2:15][CH2:16][CH2:17][NH:18][C:19]([C:21]1[NH:22][C:23]([CH:27]=O)=[C:24]([CH3:26])[CH:25]=1)=[O:20])[CH3:13], predict the reaction product. The product is: [CH2:29]([N:14]([CH2:12][CH3:13])[CH2:15][CH2:16][CH2:17][NH:18][C:19]([C:21]1[NH:22][C:23]([CH:27]=[C:5]2[C:4]3[C:8](=[CH:9][CH:10]=[C:2]([Br:1])[CH:3]=3)[NH:7][C:6]2=[O:11])=[C:24]([CH3:26])[CH:25]=1)=[O:20])[CH3:30]. (8) Given the reactants [C:1]([O:5][C:6]([NH:8][C:9]1[CH:14]=[CH:13][CH:12]=[CH:11][C:10]=1[NH:15][C:16](=[O:28])/[CH:17]=[CH:18]/[C:19]1[CH:20]=[C:21]([CH:25]=[CH:26][CH:27]=1)[C:22](O)=[O:23])=[O:7])([CH3:4])([CH3:3])[CH3:2].O=S(Cl)Cl.[C:33]([C:35]1[CH:36]=[C:37]([NH:41][C:42]2[C:51]3[C:46](=[CH:47][C:48]([NH2:52])=[CH:49][CH:50]=3)[N:45]=[CH:44][N:43]=2)[CH:38]=[CH:39][CH:40]=1)#[CH:34].O, predict the reaction product. The product is: [C:33]([C:35]1[CH:36]=[C:37]([NH:41][C:42]2[C:51]3[C:46](=[CH:47][C:48]([NH:52][C:22]([C:21]4[CH:20]=[C:19](/[CH:18]=[CH:17]/[C:16]([NH:15][C:10]5[CH:11]=[CH:12][CH:13]=[CH:14][C:9]=5[NH:8][C:6](=[O:7])[O:5][C:1]([CH3:2])([CH3:4])[CH3:3])=[O:28])[CH:27]=[CH:26][CH:25]=4)=[O:23])=[CH:49][CH:50]=3)[N:45]=[CH:44][N:43]=2)[CH:38]=[CH:39][CH:40]=1)#[CH:34]. (9) The product is: [NH2:1][C:2]1[CH:11]=[CH:10][C:9]([C:12]([C:14]2[N:22]3[C:17]([C:18]([O:23][CH2:24][C:25]([OH:27])=[O:26])=[CH:19][CH:20]=[CH:21]3)=[C:16]([O:32][CH3:33])[C:15]=2[CH3:34])=[O:13])=[CH:8][C:3]=1[C:4]([O:6][CH3:7])=[O:5]. Given the reactants [NH2:1][C:2]1[CH:11]=[CH:10][C:9]([C:12]([C:14]2[N:22]3[C:17]([C:18]([O:23][CH2:24][C:25]([O:27]C(C)(C)C)=[O:26])=[CH:19][CH:20]=[CH:21]3)=[C:16]([O:32][CH3:33])[C:15]=2[CH3:34])=[O:13])=[CH:8][C:3]=1[C:4]([O:6][CH3:7])=[O:5], predict the reaction product.